From a dataset of Reaction yield outcomes from USPTO patents with 853,638 reactions. Predict the reaction yield, written as a fraction of the theoretical maximum amount of product (1.0 means a 100% yield; for example, 0.34 means a 34% yield). (1) The catalyst is CC(C)=O. The yield is 0.680. The product is [Br:18][CH2:19][CH2:20][CH2:21][CH2:22][CH2:23][CH2:24][O:17][C:13]1[CH:12]=[C:11]2[C:16](=[CH:15][CH:14]=1)[N:8]([C:5]1[CH:6]=[CH:7][C:2]([F:1])=[CH:3][CH:4]=1)[CH:9]=[CH:10]2. The reactants are [F:1][C:2]1[CH:7]=[CH:6][C:5]([N:8]2[C:16]3[C:11](=[CH:12][C:13]([OH:17])=[CH:14][CH:15]=3)[CH:10]=[CH:9]2)=[CH:4][CH:3]=1.[Br:18][CH2:19][CH2:20][CH2:21][CH2:22][CH2:23][CH2:24]Br.C([O-])([O-])=O.[K+].[K+]. (2) The yield is 0.830. The reactants are Cl[C:2]1[N:6]([C:7]2[CH:12]=[CH:11][C:10]([S:13]([CH3:16])(=[O:15])=[O:14])=[CH:9][N:8]=2)[N:5]=[C:4]([C:17]([F:20])([F:19])[F:18])[C:3]=1[C:21]#[N:22].[F:23][C:24]1[CH:29]=[CH:28][CH:27]=[CH:26][C:25]=1[CH2:30][SH:31].[F-].[Cs+].O. The product is [F:23][C:24]1[CH:29]=[CH:28][CH:27]=[CH:26][C:25]=1[CH2:30][S:31][C:2]1[N:6]([C:7]2[CH:12]=[CH:11][C:10]([S:13]([CH3:16])(=[O:15])=[O:14])=[CH:9][N:8]=2)[N:5]=[C:4]([C:17]([F:20])([F:19])[F:18])[C:3]=1[C:21]#[N:22]. The catalyst is CS(C)=O.